Dataset: Reaction yield outcomes from USPTO patents with 853,638 reactions. Task: Predict the reaction yield, written as a fraction of the theoretical maximum amount of product (1.0 means a 100% yield; for example, 0.34 means a 34% yield). The reactants are [N:1]1([C:7]2[C:8]([C:13]#[N:14])=[N:9][CH:10]=[CH:11][CH:12]=2)[CH2:6][CH2:5][CH2:4][CH2:3][CH2:2]1.N. The catalyst is CO.[Ni]. The product is [N:1]1([C:7]2[C:8]([CH2:13][NH2:14])=[N:9][CH:10]=[CH:11][CH:12]=2)[CH2:2][CH2:3][CH2:4][CH2:5][CH2:6]1. The yield is 0.630.